Dataset: Full USPTO retrosynthesis dataset with 1.9M reactions from patents (1976-2016). Task: Predict the reactants needed to synthesize the given product. (1) Given the product [F:24][C:21]1[CH:22]=[CH:23][C:18]([C:16](=[O:17])[CH2:15][N:2]([CH3:1])[S:3]([C:6]2[S:7][C:8]([Br:11])=[CH:9][CH:10]=2)(=[O:4])=[O:5])=[CH:19][CH:20]=1, predict the reactants needed to synthesize it. The reactants are: [CH3:1][NH:2][S:3]([C:6]1[S:7][C:8]([Br:11])=[CH:9][CH:10]=1)(=[O:5])=[O:4].[H-].[Na+].Br[CH2:15][C:16]([C:18]1[CH:23]=[CH:22][C:21]([F:24])=[CH:20][CH:19]=1)=[O:17].O. (2) Given the product [CH2:3]([O:7][C:8]1[N:16]=[C:15]2[C:11]([NH:12][C:13](=[O:34])[N:14]2[CH2:17][C:18]2[CH:19]=[N:20][C:21]([O:24][CH2:25][CH2:26][CH2:27][CH2:28][NH:29][CH2:30][CH2:31][CH2:32][O:33][Si:40]([C:36]([CH3:39])([CH3:38])[CH3:37])([CH3:43])[CH3:42])=[CH:22][CH:23]=2)=[C:10]([NH2:35])[N:9]=1)[CH2:4][CH2:5][CH3:6], predict the reactants needed to synthesize it. The reactants are: [H-].[Na+].[CH2:3]([O:7][C:8]1[N:16]=[C:15]2[C:11]([NH:12][C:13](=[O:34])[N:14]2[CH2:17][C:18]2[CH:19]=[N:20][C:21]([O:24][CH2:25][CH2:26][CH2:27][CH2:28][NH:29][CH2:30][CH2:31][CH2:32][OH:33])=[CH:22][CH:23]=2)=[C:10]([NH2:35])[N:9]=1)[CH2:4][CH2:5][CH3:6].[C:36]([Si:40]([CH3:43])([CH3:42])Cl)([CH3:39])([CH3:38])[CH3:37]. (3) Given the product [CH3:1][O:2][C:3](=[O:21])[C@@H:4]([N:11]1[C:12](=[O:20])[C:13]2[C:14](=[CH:15][CH:16]=[CH:17][CH:18]=2)[NH:19][C:23]1=[O:24])[C:5]1[CH:6]=[CH:7][CH:8]=[CH:9][CH:10]=1, predict the reactants needed to synthesize it. The reactants are: [CH3:1][O:2][C:3](=[O:21])[C@@H:4]([NH:11][C:12](=[O:20])[C:13]1[CH:18]=[CH:17][CH:16]=[CH:15][C:14]=1[NH2:19])[C:5]1[CH:10]=[CH:9][CH:8]=[CH:7][CH:6]=1.Cl[C:23](OC(Cl)(Cl)Cl)=[O:24]. (4) Given the product [CH3:9][C:8]1[C:3]([CH2:2][O:30][C:19]2[CH:20]=[CH:21][C:22]([C:24]3[CH:28]=[CH:27][N:26]([CH3:29])[N:25]=3)=[CH:23][C:18]=2[CH3:17])=[C:4]([N:10]2[C:14](=[O:15])[N:13]([CH3:16])[N:12]=[N:11]2)[CH:5]=[CH:6][CH:7]=1, predict the reactants needed to synthesize it. The reactants are: Br[CH2:2][C:3]1[C:8]([CH3:9])=[CH:7][CH:6]=[CH:5][C:4]=1[N:10]1[C:14](=[O:15])[N:13]([CH3:16])[N:12]=[N:11]1.[CH3:17][C:18]1[CH:23]=[C:22]([C:24]2[CH:28]=[CH:27][N:26]([CH3:29])[N:25]=2)[CH:21]=[CH:20][C:19]=1[OH:30].C(=O)([O-])[O-].[K+].[K+]. (5) Given the product [CH2:17]([O:24][C:25]1[CH:30]=[CH:29][C:28]([CH2:31][N:8]([N:6]2[CH:5]=[N:4][N:3]=[CH:7]2)[C:9]2[CH:10]=[CH:11][C:12]([C:13]#[N:14])=[CH:15][CH:16]=2)=[CH:27][C:26]=1[C:33]([F:34])([F:36])[F:35])[C:18]1[CH:19]=[CH:20][CH:21]=[CH:22][CH:23]=1, predict the reactants needed to synthesize it. The reactants are: [H-].[Na+].[N:3]1[N:4]=[CH:5][N:6]([NH:8][C:9]2[CH:16]=[CH:15][C:12]([C:13]#[N:14])=[CH:11][CH:10]=2)[CH:7]=1.[CH2:17]([O:24][C:25]1[CH:30]=[CH:29][C:28]([CH2:31]Cl)=[CH:27][C:26]=1[C:33]([F:36])([F:35])[F:34])[C:18]1[CH:23]=[CH:22][CH:21]=[CH:20][CH:19]=1.C(OCC)(=O)C. (6) Given the product [CH3:1][O:2][C:3]1[CH:4]=[C:5]([CH:16]=[CH:17][C:18]=1[O:19][CH2:20][C:21]1[N:22]=[C:23]([C:27]2[CH:28]=[CH:29][CH:30]=[CH:31][CH:32]=2)[O:24][C:25]=1[CH3:26])[CH2:6][O:7][C:8]1[C:12]([CH:13]([OH:14])[CH3:33])=[CH:11][N:10]([CH3:15])[N:9]=1, predict the reactants needed to synthesize it. The reactants are: [CH3:1][O:2][C:3]1[CH:4]=[C:5]([CH:16]=[CH:17][C:18]=1[O:19][CH2:20][C:21]1[N:22]=[C:23]([C:27]2[CH:32]=[CH:31][CH:30]=[CH:29][CH:28]=2)[O:24][C:25]=1[CH3:26])[CH2:6][O:7][C:8]1[C:12]([CH:13]=[O:14])=[CH:11][N:10]([CH3:15])[N:9]=1.[CH3:33][Mg]Br.Cl. (7) Given the product [Cl:1][C:2]1[CH:7]=[C:6]([CH:5]=[CH:4][C:3]=1[CH:9]([CH3:25])[C:10]([C:16]1[CH:17]=[C:18]([CH3:24])[C:19](=[O:23])[N:20]([CH3:22])[CH:21]=1)([OH:15])[C:11]([F:13])([F:14])[F:12])[O:8][C:33]1[CH:34]=[CH:35][C:30]([C:29]([OH:41])=[O:28])=[C:31]([C:37]([F:38])([F:40])[F:39])[N:32]=1, predict the reactants needed to synthesize it. The reactants are: [Cl:1][C:2]1[CH:7]=[C:6]([OH:8])[CH:5]=[CH:4][C:3]=1[CH:9]([CH3:25])[C:10]([C:16]1[CH:17]=[C:18]([CH3:24])[C:19](=[O:23])[N:20]([CH3:22])[CH:21]=1)([OH:15])[C:11]([F:14])([F:13])[F:12].C([O:28][C:29](=[O:41])[C:30]1[CH:35]=[CH:34][C:33](Cl)=[N:32][C:31]=1[C:37]([F:40])([F:39])[F:38])C.[Li+].[OH-].Cl.